From a dataset of Full USPTO retrosynthesis dataset with 1.9M reactions from patents (1976-2016). Predict the reactants needed to synthesize the given product. Given the product [CH3:1][O:2][C:3]1[N:12]=[C:11]2[C:6]([CH2:7][CH2:8][C:9](=[O:13])[N:10]2[CH2:29][C@@H:30]2[CH2:32][O:31]2)=[CH:5][CH:4]=1, predict the reactants needed to synthesize it. The reactants are: [CH3:1][O:2][C:3]1[N:12]=[C:11]2[C:6]([CH2:7][CH2:8][C:9](=[O:13])[NH:10]2)=[CH:5][CH:4]=1.[H-].[Na+].[N+](C1C=C(S(O[CH2:29][C@@H:30]2[CH2:32][O:31]2)(=O)=O)C=CC=1)([O-])=O.O.